From a dataset of Reaction yield outcomes from USPTO patents with 853,638 reactions. Predict the reaction yield, written as a fraction of the theoretical maximum amount of product (1.0 means a 100% yield; for example, 0.34 means a 34% yield). (1) The reactants are [Cl:1][C:2]1[C:3]([CH2:18]C)=[C:4]([NH:10][C@H:11]([C@@H:15]([OH:17])[CH3:16])[C:12]([OH:14])=O)[CH:5]=[CH:6][C:7]=1[C:8]#[N:9].[Cl:20][C:21]1[CH:22]=[C:23]([CH:28]=[CH:29][CH:30]=1)[C:24]([NH:26][NH2:27])=[O:25].O.ON1C2C=CC=CC=2N=N1.C(N(CC)CC)C.C(O)(=O)CC(CC(O)=O)(C(O)=O)O. The catalyst is CCOC(C)=O.O.C1COCC1. The product is [Cl:20][C:21]1[CH:22]=[C:23]([CH:28]=[CH:29][CH:30]=1)[C:24]([NH:26][NH:27][C:12](=[O:14])[C@H:11]([NH:10][C:4]1[CH:5]=[CH:6][C:7]([C:8]#[N:9])=[C:2]([Cl:1])[C:3]=1[CH3:18])[C@@H:15]([OH:17])[CH3:16])=[O:25]. The yield is 0.680. (2) The reactants are [CH3:1][C:2]1[O:6][N:5]=[C:4]([C:7]2[CH:12]=[CH:11][CH:10]=[CH:9][CH:8]=2)[C:3]=1[C:13]1[N:14]=[CH:15][N:16]([C:18]2[CH:19]=[C:20]([CH:24]=[CH:25][CH:26]=2)[C:21]([OH:23])=O)[CH:17]=1.CC1ON=C(C2C=CC=CC=2)C=1C1N=C[N:42]([C:44]2[CH:52]=[CH:51][C:47](C(O)=O)=CC=2)C=1. No catalyst specified. The product is [CH:52]1([CH2:44][NH:42][C:21](=[O:23])[C:20]2[CH:24]=[CH:25][CH:26]=[C:18]([N:16]3[CH:17]=[C:13]([C:3]4[C:4]([C:7]5[CH:12]=[CH:11][CH:10]=[CH:9][CH:8]=5)=[N:5][O:6][C:2]=4[CH3:1])[N:14]=[CH:15]3)[CH:19]=2)[CH2:47][CH2:51]1. The yield is 0.430.